This data is from Reaction yield outcomes from USPTO patents with 853,638 reactions. The task is: Predict the reaction yield, written as a fraction of the theoretical maximum amount of product (1.0 means a 100% yield; for example, 0.34 means a 34% yield). (1) The reactants are Cl.[Br:2][C:3]1[CH:8]=[CH:7][C:6]([NH:9][NH2:10])=[CH:5][CH:4]=1.[C:11]1(=O)[O:16][C:14](=[O:15])[C:13]2=[CH:17][CH:18]=[CH:19][CH:20]=[C:12]12. The catalyst is C(O)(=O)C. The product is [Br:2][C:3]1[CH:8]=[CH:7][C:6]([NH:9][N:10]2[C:14](=[O:15])[C:13]3[C:12](=[CH:20][CH:19]=[CH:18][CH:17]=3)[C:11]2=[O:16])=[CH:5][CH:4]=1. The yield is 0.840. (2) The reactants are [CH2:1]([O:3][C:4](=[O:20])[CH2:5][CH:6]1[O:10][B:9]([OH:11])[C:8]2[CH:12]=[C:13]([OH:19])[CH:14]=[C:15]([CH2:16][O:17][CH3:18])[C:7]1=2)[CH3:2].[C:21]([O-])([O-])=O.[K+].[K+].COS(OC)(=O)=O. The catalyst is CC(C)=O.CCOC(C)=O. The product is [CH2:1]([O:3][C:4](=[O:20])[CH2:5][CH:6]1[O:10][B:9]([OH:11])[C:8]2[CH:12]=[C:13]([O:19][CH3:21])[CH:14]=[C:15]([CH2:16][O:17][CH3:18])[C:7]1=2)[CH3:2]. The yield is 0.320.